Predict the reaction yield, written as a fraction of the theoretical maximum amount of product (1.0 means a 100% yield; for example, 0.34 means a 34% yield). From a dataset of Reaction yield outcomes from USPTO patents with 853,638 reactions. The reactants are [CH:1]1[C:13]2[CH:12]([CH2:14][O:15][C:16]([N:18]3[CH2:23][CH2:22][CH:21]([C:24]([OH:26])=O)[CH2:20][CH2:19]3)=[O:17])[C:11]3[C:6](=[CH:7][CH:8]=[CH:9][CH:10]=3)[C:5]=2[CH:4]=[CH:3][CH:2]=1.CN(C=O)C.C(Cl)(=O)C([Cl:35])=O. The catalyst is C(Cl)Cl. The product is [Cl:35][C:24]([CH:21]1[CH2:22][CH2:23][N:18]([C:16]([O:15][CH2:14][CH:12]2[C:11]3[CH:10]=[CH:9][CH:8]=[CH:7][C:6]=3[C:5]3[C:13]2=[CH:1][CH:2]=[CH:3][CH:4]=3)=[O:17])[CH2:19][CH2:20]1)=[O:26]. The yield is 0.950.